From a dataset of Forward reaction prediction with 1.9M reactions from USPTO patents (1976-2016). Predict the product of the given reaction. (1) Given the reactants ClC1N=C(C)N([CH2:8][C:9]2[S:24][C:12]3[N:13]([CH2:20][CH:21]([CH3:23])[CH3:22])[C:14](=[O:19])[N:15]([CH3:18])[C:16](=[O:17])[C:11]=3[C:10]=2[C:25]([N:27]2[CH2:31][C@H:30]([OH:32])[CH2:29][O:28]2)=[O:26])C=1Cl.[CH3:34][C:35]1[CH:36]=[N:37][C:38](=[O:41])[CH2:39][N:40]=1, predict the reaction product. The product is: [OH:32][CH:30]1[CH2:29][O:28][N:27]([C:25]([C:10]2[C:11]3[C:16](=[O:17])[N:15]([CH3:18])[C:14](=[O:19])[N:13]([CH2:20][CH:21]([CH3:23])[CH3:22])[C:12]=3[S:24][C:9]=2[CH2:8][C@H:39]2[C:38](=[O:41])[N:37]=[CH:36][C:35]([CH3:34])=[N:40]2)=[O:26])[CH2:31]1. (2) Given the reactants [CH3:1][C:2]1[N:7]=[C:6]([C:8]2[N:13]=[CH:12][C:11]3[CH:14]=[N:15][NH:16][C:10]=3[CH:9]=2)[CH:5]=[N:4][CH:3]=1.[H-].[Na+].[F:19][C:20]1[C:25]([C:26]([F:29])([F:28])[F:27])=[CH:24][CH:23]=[C:22](F)[N:21]=1, predict the reaction product. The product is: [F:19][C:20]1[N:21]=[C:22]([N:16]2[C:10]3[CH:9]=[C:8]([C:6]4[CH:5]=[N:4][CH:3]=[C:2]([CH3:1])[N:7]=4)[N:13]=[CH:12][C:11]=3[CH:14]=[N:15]2)[CH:23]=[CH:24][C:25]=1[C:26]([F:29])([F:27])[F:28]. (3) Given the reactants [NH2:1][C:2]1[CH:3]=[CH:4][C:5]2[C:9]([CH3:10])=[C:8]([C:11]([O:13][CH2:14][CH3:15])=[O:12])[S:7][C:6]=2[CH:16]=1.[CH3:17][S:18](Cl)(=[O:20])=[O:19], predict the reaction product. The product is: [CH3:10][C:9]1[C:5]2[CH:4]=[CH:3][C:2]([NH:1][S:18]([CH3:17])(=[O:20])=[O:19])=[CH:16][C:6]=2[S:7][C:8]=1[C:11]([O:13][CH2:14][CH3:15])=[O:12]. (4) Given the reactants [OH:1]/[N:2]=[C:3](\Cl)/[C:4]1[CH:9]=[CH:8][CH:7]=[C:6]([F:10])[CH:5]=1.[C:12]([O:17][CH2:18][CH3:19])(=[O:16])[C:13]#[C:14][CH3:15].C(N(CC)CC)C, predict the reaction product. The product is: [CH2:18]([O:17][C:12]([C:13]1[C:3]([C:4]2[CH:9]=[CH:8][CH:7]=[C:6]([F:10])[CH:5]=2)=[N:2][O:1][C:14]=1[CH3:15])=[O:16])[CH3:19]. (5) Given the reactants [Cl:1][C:2]1[C:7]([F:8])=[C:6]([CH3:9])[C:5](I)=[CH:4][N:3]=1.[C:11]([Si:13]([CH3:16])([CH3:15])[CH3:14])#[CH:12].C(N(CC)C(C)C)(C)C, predict the reaction product. The product is: [Cl:1][C:2]1[C:7]([F:8])=[C:6]([CH3:9])[C:5]([C:12]#[C:11][Si:13]([CH3:16])([CH3:15])[CH3:14])=[CH:4][N:3]=1.